Dataset: Peptide-MHC class I binding affinity with 185,985 pairs from IEDB/IMGT. Task: Regression. Given a peptide amino acid sequence and an MHC pseudo amino acid sequence, predict their binding affinity value. This is MHC class I binding data. The peptide sequence is YTAVVPLVM. The MHC is HLA-B58:01 with pseudo-sequence HLA-B58:01. The binding affinity (normalized) is 0.768.